Predict the reactants needed to synthesize the given product. From a dataset of Full USPTO retrosynthesis dataset with 1.9M reactions from patents (1976-2016). (1) Given the product [CH3:22][O:21][C:19]([C:18]1[CH:17]=[CH:16][CH:15]=[C:14]([N+:23]([O-:25])=[O:24])[C:13]=1[CH:2]([C:1]([O:8][CH3:9])=[O:7])[C:3]([O:5][CH3:6])=[O:4])=[O:20], predict the reactants needed to synthesize it. The reactants are: [C:1]([O:8][CH3:9])(=[O:7])[CH2:2][C:3]([O:5][CH3:6])=[O:4].[H-].[Na+].Cl[C:13]1[C:18]([C:19]([O:21][CH3:22])=[O:20])=[CH:17][CH:16]=[CH:15][C:14]=1[N+:23]([O-:25])=[O:24]. (2) Given the product [N:14]1([C:12](=[O:13])[CH2:11][S:10][C:2]2[N:3]([C:34]#[N:35])[C:4]3[CH:9]=[CH:8][CH:7]=[CH:6][C:5]=3[N:1]=2)[C:23]2[C:18](=[CH:19][CH:20]=[CH:21][CH:22]=2)[CH2:17][CH2:16][CH2:15]1, predict the reactants needed to synthesize it. The reactants are: [NH:1]1[C:5]2[CH:6]=[CH:7][CH:8]=[CH:9][C:4]=2[N:3]=[C:2]1[S:10][CH2:11][C:12]([N:14]1[C:23]2[C:18](=[CH:19][CH:20]=[CH:21][CH:22]=2)[CH2:17][CH2:16][CH2:15]1)=[O:13].S([C:34]#[N:35])(C1C=CC(C)=CC=1)(=O)=O. (3) Given the product [CH3:1][C:2]1[N:3]=[N:4][N:5]([CH3:43])[C:6]=1[C:7]1[CH:19]=[N:18][C:17]2[C:16]3[CH:15]=[CH:14][C:13]([NH:20][C:21](=[O:29])[O:22][CH2:23][CH3:24])=[CH:12][C:11]=3[N:10]([C@@H:30]([CH:37]3[CH2:38][CH2:39][O:40][CH2:41][CH2:42]3)[C:31]3[CH:36]=[CH:35][CH:34]=[CH:33][CH:32]=3)[C:9]=2[CH:8]=1, predict the reactants needed to synthesize it. The reactants are: [CH3:1][C:2]1[N:3]=[N:4][N:5]([CH3:43])[C:6]=1[C:7]1[CH:19]=[N:18][C:17]2[C:16]3[CH:15]=[CH:14][C:13]([NH:20][C:21](=[O:29])[O:22][CH2:23][CH2:24]C(F)(F)F)=[CH:12][C:11]=3[N:10]([C@@H:30]([CH:37]3[CH2:42][CH2:41][O:40][CH2:39][CH2:38]3)[C:31]3[CH:36]=[CH:35][CH:34]=[CH:33][CH:32]=3)[C:9]=2[CH:8]=1.CCO.C(O)(C(F)(F)F)=O. (4) Given the product [F:1][C:2]1[CH:7]=[CH:6][CH:5]=[C:4]([F:8])[C:3]=1[C:16]1[CH:15]=[CH:14][CH:13]=[C:12]([CH:10]=[O:11])[CH:17]=1, predict the reactants needed to synthesize it. The reactants are: [F:1][C:2]1[CH:7]=[CH:6][CH:5]=[C:4]([F:8])[C:3]=1Br.[CH:10]([C:12]1[CH:13]=[C:14](B(O)O)[CH:15]=[CH:16][CH:17]=1)=[O:11]. (5) The reactants are: C([O:3][C:4]([C:6]1[C:7]([Cl:14])=[N:8][C:9]([S:12][CH3:13])=[N:10][CH:11]=1)=O)C.[H-].C([Al+]CC(C)C)C(C)C.S([O-])([O-])(=O)=O.[Na+].[Na+].Cl. Given the product [Cl:14][C:7]1[C:6]([CH2:4][OH:3])=[CH:11][N:10]=[C:9]([S:12][CH3:13])[N:8]=1, predict the reactants needed to synthesize it.